Dataset: Full USPTO retrosynthesis dataset with 1.9M reactions from patents (1976-2016). Task: Predict the reactants needed to synthesize the given product. (1) Given the product [ClH:21].[F:2][C:3]([F:12])([F:13])[O:4][C:5]1[CH:10]=[CH:9][CH:8]=[CH:7][C:6]=1[NH:11][NH2:14], predict the reactants needed to synthesize it. The reactants are: Cl.[F:2][C:3]([F:13])([F:12])[O:4][C:5]1[CH:10]=[CH:9][CH:8]=[CH:7][C:6]=1[NH2:11].[N:14]([O-])=O.[Na+].O.O.[Sn](Cl)[Cl:21]. (2) The reactants are: [Cl:1][C:2]1[C:11]2[NH:10][C:9](=[O:12])[C:8]3[S:13][CH:14]=[CH:15][C:7]=3[C:6]=2[C:5]([C:16]2[CH:21]=[CH:20][C:19]([CH:22]([NH:24]C(=O)OC(C)(C)C)[CH3:23])=[CH:18][CH:17]=2)=[C:4]([O:32]C)[CH:3]=1.B(Br)(Br)Br. Given the product [ClH:1].[NH2:24][CH:22]([C:19]1[CH:20]=[CH:21][C:16]([C:5]2[C:6]3[C:7]4[CH:15]=[CH:14][S:13][C:8]=4[C:9](=[O:12])[NH:10][C:11]=3[C:2]([Cl:1])=[CH:3][C:4]=2[OH:32])=[CH:17][CH:18]=1)[CH3:23], predict the reactants needed to synthesize it. (3) Given the product [CH2:36]([NH:43][C:44]1[CH:49]=[CH:48][CH:47]=[CH:46][C:45]=1[CH2:50][CH:51]1[CH2:60][CH2:59][C:58]2[CH:57]=[C:56]([OH:61])[CH:55]=[CH:54][C:53]=2[CH2:52]1)[C:37]1[CH:38]=[CH:39][CH:40]=[CH:41][CH:42]=1, predict the reactants needed to synthesize it. The reactants are: FC(F)(F)S(OC1C=CC=CC=1CC1CCC2C(=CC=C(OC)C=2)C1)(=O)=O.C(N)C1C=CC=CC=1.[CH2:36]([NH:43][C:44]1[CH:49]=[CH:48][CH:47]=[CH:46][C:45]=1[CH2:50][CH:51]1[CH2:60][CH2:59][C:58]2[C:53](=[CH:54][CH:55]=[C:56]([O:61]C)[CH:57]=2)[CH2:52]1)[C:37]1[CH:42]=[CH:41][CH:40]=[CH:39][CH:38]=1. (4) Given the product [ClH:15].[NH2:3][CH2:6][CH2:7][O:8][CH2:9][CH2:10][C:11]([CH3:13])([OH:14])[CH3:12], predict the reactants needed to synthesize it. The reactants are: C([N:3]([CH2:6][CH2:7][O:8][CH2:9][CH2:10][C:11]([OH:14])([CH3:13])[CH3:12])C=O)=O.[ClH:15]. (5) Given the product [N+:14]([C:10]1[CH:9]=[C:8]2[C:13](=[CH:12][CH:11]=1)[N:5]([CH2:4][C:1]([NH2:2])=[O:3])[CH:6]=[C:7]2[S:17](=[O:19])(=[O:18])[NH2:22])([O-:16])=[O:15], predict the reactants needed to synthesize it. The reactants are: [C:1]([CH2:4][N:5]1[C:13]2[C:8](=[CH:9][C:10]([N+:14]([O-:16])=[O:15])=[CH:11][CH:12]=2)[C:7]([S:17](Cl)(=[O:19])=[O:18])=[CH:6]1)(=[O:3])[NH2:2].[OH-].[NH4+:22].